Dataset: Forward reaction prediction with 1.9M reactions from USPTO patents (1976-2016). Task: Predict the product of the given reaction. Given the reactants Cl[C:2]1[NH:3][C:4]2[CH:10]=[CH:9][CH:8]=[CH:7][C:5]=2[N:6]=1.[Cl:11][C:12]1[CH:18]=[CH:17][C:15]([NH2:16])=[CH:14][CH:13]=1, predict the reaction product. The product is: [N:6]1[C:5]2[CH:7]=[CH:8][CH:9]=[CH:10][C:4]=2[NH:3][C:2]=1[NH:16][C:15]1[CH:17]=[CH:18][C:12]([Cl:11])=[CH:13][CH:14]=1.